From a dataset of Full USPTO retrosynthesis dataset with 1.9M reactions from patents (1976-2016). Predict the reactants needed to synthesize the given product. Given the product [O:51]1[CH2:50][CH:49]1[CH2:47][N:31]([C:25]1[CH:30]=[CH:29][CH:28]=[CH:27][CH:26]=1)[N:32]=[CH:33][C:16]1[CH:15]=[CH:14][C:13]2[N:12]([CH2:10][CH3:11])[C:24]3[C:19]([C:18]=2[CH:17]=1)=[CH:20][CH:21]=[CH:22][CH:23]=3, predict the reactants needed to synthesize it. The reactants are: [OH-].[K+].S([O-])([O-])(=O)=O.[Na+].[Na+].[CH2:10]([N:12]1[C:24]2[CH:23]=[CH:22][CH:21]=[CH:20][C:19]=2[C:18]2[C:13]1=[CH:14][CH:15]=[CH:16][CH:17]=2)[CH3:11].[C:25]1([NH:31][N:32]=[CH:33]C2C=CC3NC4C(C=3C=2)=CC=CC=4)[CH:30]=[CH:29][CH:28]=[CH:27][CH:26]=1.[CH2:47]([CH:49]1[O:51][CH2:50]1)Cl.